This data is from Catalyst prediction with 721,799 reactions and 888 catalyst types from USPTO. The task is: Predict which catalyst facilitates the given reaction. (1) Reactant: [CH2:1]([N:3]1[C:12](=[O:13])[C:11]2[C:6](=[CH:7][CH:8]=[C:9]([N+:14]([O-])=O)[CH:10]=2)[N:5]([CH2:17][C:18]#[CH:19])[C:4]1=[O:20])[CH3:2].[Sn](Cl)Cl. Product: [NH2:14][C:9]1[CH:10]=[C:11]2[C:6](=[CH:7][CH:8]=1)[N:5]([CH2:17][C:18]#[CH:19])[C:4](=[O:20])[N:3]([CH2:1][CH3:2])[C:12]2=[O:13]. The catalyst class is: 8. (2) Reactant: [O:1]=[C:2]1[C:10]2([CH2:14][O:13][C:12]3[CH:15]=[C:16]4[C:20](=[CH:21][C:11]2=3)[CH2:19][CH2:18][O:17]4)[C:9]2[C:4](=[CH:5][CH:6]=[CH:7][CH:8]=2)[N:3]1[CH2:22][C:23]([O:25]CC)=[O:24].[Li+].[OH-].Cl. Product: [O:1]=[C:2]1[C:10]2([CH2:14][O:13][C:12]3[CH:15]=[C:16]4[C:20](=[CH:21][C:11]2=3)[CH2:19][CH2:18][O:17]4)[C:9]2[C:4](=[CH:5][CH:6]=[CH:7][CH:8]=2)[N:3]1[CH2:22][C:23]([OH:25])=[O:24]. The catalyst class is: 84. (3) Reactant: [Cr](Cl)([O-])(=O)=O.[NH+]1C=CC=CC=1.[Br:12][C:13]1[CH:20]=[C:19]([Cl:21])[CH:18]=[CH:17][C:14]=1[CH2:15][OH:16].C(OCC)C. Product: [Br:12][C:13]1[CH:20]=[C:19]([Cl:21])[CH:18]=[CH:17][C:14]=1[CH:15]=[O:16]. The catalyst class is: 4.